This data is from Catalyst prediction with 721,799 reactions and 888 catalyst types from USPTO. The task is: Predict which catalyst facilitates the given reaction. (1) Reactant: [H-].[Na+].[Br-].BrCCC[P+]([C:21]1[CH:26]=[CH:25]C=CC=1)(C1C=CC=CC=1)C1C=CC=CC=1.[CH3:27][O:28][C:29]([O:34][CH3:35])([CH3:33])[C:30](=O)[CH3:31]. Product: [CH3:27][O:28][C:29]([O:34][CH3:35])([CH3:33])[C:30](=[C:25]1[CH2:26][CH2:21]1)[CH3:31]. The catalyst class is: 57. (2) Reactant: [OH:1][C:2]1[CH:6]=[C:5]([N:7]2[C:11]3[CH:12]=[CH:13][C:14](OC(F)(F)F)=[CH:15][C:10]=3[N:9]=[CH:8]2)[S:4][C:3]=1[C:21]([O:23][CH3:24])=[O:22].[Cl:25][C:26]1[C:31]([O:32][Si:33]([C:36]([CH3:39])([CH3:38])[CH3:37])([CH3:35])[CH3:34])=[CH:30][CH:29]=[CH:28][C:27]=1[C@@H:40](O)[CH3:41].[C:43]1(P(C2C=CC=CC=2)C2C=CC=CC=2)[CH:48]=CC=C[CH:44]=1.CC(O[C:67](/[N:69]=[N:70]/C(OC(C)(C)C)=O)=O)(C)C. Product: [Cl:25][C:26]1[C:31]([O:32][Si:33]([C:36]([CH3:39])([CH3:38])[CH3:37])([CH3:35])[CH3:34])=[CH:30][CH:29]=[CH:28][C:27]=1[C@H:40]([O:1][C:2]1[CH:6]=[C:5]([N:7]2[C:11]3[CH:12]=[CH:13][C:14]([C:43]4[CH:48]=[N:70][N:69]([CH3:67])[CH:44]=4)=[CH:15][C:10]=3[N:9]=[CH:8]2)[S:4][C:3]=1[C:21]([O:23][CH3:24])=[O:22])[CH3:41]. The catalyst class is: 2. (3) Reactant: CC1(C)[O:6][C@@H:5]2[C@H:7]([C:20]3[NH:24][N:23]=[CH:22][CH:21]=3)[O:8][C@@H:9]([N:10]3[C:14]4[N:15]=[CH:16][N:17]=[C:18]([CH3:19])[C:13]=4[CH:12]=[CH:11]3)[C@@H:4]2[O:3]1.C(O)(C(F)(F)F)=O. Product: [CH3:19][C:18]1[C:13]2[CH:12]=[CH:11][N:10]([C@H:9]3[C@H:4]([OH:3])[C@H:5]([OH:6])[C@H:7]([C:20]4[NH:24][N:23]=[CH:22][CH:21]=4)[O:8]3)[C:14]=2[N:15]=[CH:16][N:17]=1. The catalyst class is: 6. (4) Product: [CH2:1]([O:8][CH2:9][N:10]1[CH:14]=[C:13]([C:29](=[O:28])[CH3:30])[N:12]=[C:11]1[O:16][CH:17]([CH3:19])[CH3:18])[C:2]1[CH:7]=[CH:6][CH:5]=[CH:4][CH:3]=1. Reactant: [CH2:1]([O:8][CH2:9][N:10]1[CH:14]=[C:13](Br)[N:12]=[C:11]1[O:16][CH:17]([CH3:19])[CH3:18])[C:2]1[CH:7]=[CH:6][CH:5]=[CH:4][CH:3]=1.Cl.[OH-].[Na+].C(=O)([O-])O.[Na+].[O:28]1CCO[CH2:30][CH2:29]1. The catalyst class is: 73. (5) Reactant: [F:1][C:2]1[CH:7]=[CH:6][C:5]([N:8]2[C:16]3[C:11](=[CH:12][C:13]([O:17][C@H:18]([C:28]4[CH:33]=[CH:32][C:31]([S:34][CH3:35])=[CH:30][CH:29]=4)[C@@H:19]([NH:21][S:22]([CH:25]4[CH2:27][CH2:26]4)(=[O:24])=[O:23])[CH3:20])=[CH:14][CH:15]=3)[CH:10]=[N:9]2)=[CH:4][CH:3]=1.ClC1C=CC=C(C(OO)=[O:44])C=1. Product: [F:1][C:2]1[CH:7]=[CH:6][C:5]([N:8]2[C:16]3[C:11](=[CH:12][C:13]([O:17][C@H:18]([C:28]4[CH:29]=[CH:30][C:31]([S:34]([CH3:35])=[O:44])=[CH:32][CH:33]=4)[C@@H:19]([NH:21][S:22]([CH:25]4[CH2:26][CH2:27]4)(=[O:24])=[O:23])[CH3:20])=[CH:14][CH:15]=3)[CH:10]=[N:9]2)=[CH:4][CH:3]=1. The catalyst class is: 2.